Predict the reaction yield, written as a fraction of the theoretical maximum amount of product (1.0 means a 100% yield; for example, 0.34 means a 34% yield). From a dataset of Reaction yield outcomes from USPTO patents with 853,638 reactions. (1) The reactants are [Si]([O:8][CH2:9][C@@H:10]1[CH2:14][C:13](/[CH:15]=[CH:16]/[CH3:17])=[CH:12][N:11]1[C:18]([C:20]1[CH:25]=[C:24]([O:26][CH3:27])[C:23]([O:28][Si:29]([CH:36]([CH3:38])[CH3:37])([CH:33]([CH3:35])[CH3:34])[CH:30]([CH3:32])[CH3:31])=[CH:22][C:21]=1[NH:39][C:40]([O:42][CH2:43][C:44]1[CH:49]=[CH:48][C:47]([NH:50][C:51](=[O:68])[C@@H:52]([NH:54][C:55](=[O:67])[C@@H:56]([NH:60][C:61](=[O:66])[O:62][CH2:63][CH:64]=[CH2:65])[CH:57]([CH3:59])[CH3:58])[CH3:53])=[CH:46][CH:45]=1)=[O:41])=[O:19])(C(C)(C)C)(C)C. The catalyst is C(O)(=O)C.CO.O1CCCC1.O.CCOC(C)=O. The product is [OH:8][CH2:9][C@@H:10]1[CH2:14][C:13](/[CH:15]=[CH:16]/[CH3:17])=[CH:12][N:11]1[C:18]([C:20]1[CH:25]=[C:24]([O:26][CH3:27])[C:23]([O:28][Si:29]([CH:36]([CH3:37])[CH3:38])([CH:33]([CH3:34])[CH3:35])[CH:30]([CH3:32])[CH3:31])=[CH:22][C:21]=1[NH:39][C:40]([O:42][CH2:43][C:44]1[CH:49]=[CH:48][C:47]([NH:50][C:51](=[O:68])[C@@H:52]([NH:54][C:55](=[O:67])[C@@H:56]([NH:60][C:61](=[O:66])[O:62][CH2:63][CH:64]=[CH2:65])[CH:57]([CH3:58])[CH3:59])[CH3:53])=[CH:46][CH:45]=1)=[O:41])=[O:19]. The yield is 0.920. (2) The reactants are C1(O[C:8](=[O:40])[NH:9][C:10]2[CH:15]=[C:14]([O:16][C:17]3[CH:22]=[CH:21][C:20]([NH:23][C:24]([C:26]4[C:27](=[O:39])[N:28]([C:33]5[CH:38]=[CH:37][CH:36]=[CH:35][CH:34]=5)[N:29]([CH3:32])[C:30]=4[CH3:31])=[O:25])=[CH:19][CH:18]=3)[CH:13]=[CH:12][N:11]=2)C=CC=CC=1.[CH3:41][NH2:42]. The catalyst is CN1C(=O)CCC1. The product is [CH3:32][N:29]1[C:30]([CH3:31])=[C:26]([C:24]([NH:23][C:20]2[CH:19]=[CH:18][C:17]([O:16][C:14]3[CH:13]=[CH:12][N:11]=[C:10]([NH:9][C:8]([NH:42][CH3:41])=[O:40])[CH:15]=3)=[CH:22][CH:21]=2)=[O:25])[C:27](=[O:39])[N:28]1[C:33]1[CH:38]=[CH:37][CH:36]=[CH:35][CH:34]=1. The yield is 0.520. (3) The reactants are Cl[C:2]1[C:11]2[C:6](=[CH:7][C:8]([F:12])=[CH:9][CH:10]=2)[N:5]=[CH:4][N:3]=1.[C:13]([O:17][C:18](=[O:25])[NH:19][CH:20]1[CH2:24][CH2:23][NH:22][CH2:21]1)([CH3:16])([CH3:15])[CH3:14].CCN(C(C)C)C(C)C. The catalyst is CS(C)=O.O. The product is [C:13]([O:17][C:18](=[O:25])[NH:19][CH:20]1[CH2:24][CH2:23][N:22]([C:2]2[C:11]3[C:6](=[CH:7][C:8]([F:12])=[CH:9][CH:10]=3)[N:5]=[CH:4][N:3]=2)[CH2:21]1)([CH3:16])([CH3:14])[CH3:15]. The yield is 0.390. (4) The reactants are [CH2:1]([N:5]1[C:10](=[O:11])[C:9]([CH2:12]OS(C)(=O)=O)=[CH:8][C:7]([C:18]2[CH:23]=[CH:22][C:21]([CH3:24])=[CH:20][CH:19]=2)=[N:6]1)[CH:2]([CH3:4])[CH3:3].[CH2:25]([NH:27][CH2:28][CH3:29])[CH3:26]. No catalyst specified. The product is [CH2:25]([N:27]([CH2:12][C:9]1[C:10](=[O:11])[N:5]([CH2:1][CH:2]([CH3:4])[CH3:3])[N:6]=[C:7]([C:18]2[CH:23]=[CH:22][C:21]([CH3:24])=[CH:20][CH:19]=2)[CH:8]=1)[CH2:28][CH3:29])[CH3:26]. The yield is 0.950. (5) The reactants are Cl.C(O)(=O)C.C[O:7][C:8]1[N:13]=[CH:12][C:11]([CH2:14][C:15]2[S:16][C:17]3[C:23]([C:24]4[CH:25]=[C:26]([CH:32]=[CH:33][CH:34]=4)[C:27]([O:29]CC)=[O:28])=[CH:22][CH:21]=[CH:20][C:18]=3[CH:19]=2)=[CH:10][CH:9]=1. The catalyst is O. The product is [O:7]=[C:8]1[NH:13][CH:12]=[C:11]([CH2:14][C:15]2[S:16][C:17]3[C:23]([C:24]4[CH:25]=[C:26]([CH:32]=[CH:33][CH:34]=4)[C:27]([OH:29])=[O:28])=[CH:22][CH:21]=[CH:20][C:18]=3[CH:19]=2)[CH:10]=[CH:9]1. The yield is 0.900. (6) The reactants are [Cl:1][C:2]1[CH:12]=[CH:11][CH:10]=[C:9](Cl)[C:3]=1[CH2:4][S:5]([NH2:8])(=[O:7])=[O:6].C(=O)([O-])[O-].[K+].[K+]. The catalyst is [Cu].CN(C)C1C=CC=CC=1. The product is [O:6]=[S:5]1(=[O:7])[CH2:4][C:3]2[C:2]([Cl:1])=[CH:12][CH:11]=[CH:10][C:9]=2[NH:8]1. The yield is 0.590.